Dataset: Buchwald-Hartwig C-N cross coupling reaction yields with 55,370 reactions. Task: Predict the reaction yield, written as a fraction of the theoretical maximum amount of product (1.0 means a 100% yield; for example, 0.34 means a 34% yield). The reactants are Clc1cccnc1.Cc1ccc(N)cc1.O=S(=O)(O[Pd]1c2ccccc2-c2ccccc2N~1)C(F)(F)F.COc1ccc(OC)c(P([C@]23C[C@H]4C[C@H](C[C@H](C4)C2)C3)[C@]23C[C@H]4C[C@H](C[C@H](C4)C2)C3)c1-c1c(C(C)C)cc(C(C)C)cc1C(C)C.CN(C)C(=NC(C)(C)C)N(C)C.CCOC(=O)c1cc(C)on1. No catalyst specified. The product is Cc1ccc(Nc2cccnc2)cc1. The yield is 0.125.